Predict the reactants needed to synthesize the given product. From a dataset of Full USPTO retrosynthesis dataset with 1.9M reactions from patents (1976-2016). (1) Given the product [C:21]1([S:27]([C:30]2[S:34][C:33]([N:35]3[CH2:40][CH2:39][N:38]([C:7]([C:6]4[CH:10]=[C:11]([S:14]([CH3:17])(=[O:16])=[O:15])[CH:12]=[CH:13][C:5]=4[O:4][CH2:3][C:2]([CH3:1])([CH3:19])[CH3:18])=[O:9])[CH2:37][CH2:36]3)=[N:32][CH:31]=2)(=[O:29])=[O:28])[CH:26]=[CH:25][CH:24]=[CH:23][CH:22]=1, predict the reactants needed to synthesize it. The reactants are: [CH3:1][C:2]([CH3:19])([CH3:18])[CH2:3][O:4][C:5]1[CH:13]=[CH:12][C:11]([S:14]([CH3:17])(=[O:16])=[O:15])=[CH:10][C:6]=1[C:7]([OH:9])=O.Cl.[C:21]1([S:27]([C:30]2[S:34][C:33]([N:35]3[CH2:40][CH2:39][NH:38][CH2:37][CH2:36]3)=[N:32][CH:31]=2)(=[O:29])=[O:28])[CH:26]=[CH:25][CH:24]=[CH:23][CH:22]=1. (2) Given the product [ClH:1].[NH2:8][C:5]1[CH:6]=[CH:7][C:2]([Cl:1])=[C:3]([CH2:11][S:12][C:13]2[N:18]=[C:17]([OH:19])[CH:16]=[C:15]([CH3:20])[N:14]=2)[CH:4]=1, predict the reactants needed to synthesize it. The reactants are: [Cl:1][C:2]1[CH:7]=[CH:6][C:5]([N+:8]([O-])=O)=[CH:4][C:3]=1[CH2:11][S:12][C:13]1[N:18]=[C:17]([OH:19])[CH:16]=[C:15]([CH3:20])[N:14]=1.O.NN. (3) Given the product [F:1][C:2]1[CH:3]=[C:4]([C:5]2[O:7][N:29]=[C:28]([C:30]3[CH:38]=[CH:37][C:36]4[NH:35][C:34]5[CH:39]([CH2:42][C:43]([O:45][CH2:46][CH3:47])=[O:44])[CH2:40][CH2:41][C:33]=5[C:32]=4[CH:31]=3)[N:27]=2)[CH:8]=[CH:9][C:10]=1[O:11][CH:12]([CH3:14])[CH3:13], predict the reactants needed to synthesize it. The reactants are: [F:1][C:2]1[CH:3]=[C:4]([CH:8]=[CH:9][C:10]=1[O:11][CH:12]([CH3:14])[CH3:13])[C:5]([OH:7])=O.CN(C=O)C.C(Cl)(=O)C(Cl)=O.O[N:27]=[C:28]([C:30]1[CH:38]=[CH:37][C:36]2[NH:35][C:34]3[CH:39]([CH2:42][C:43]([O:45][CH2:46][CH3:47])=[O:44])[CH2:40][CH2:41][C:33]=3[C:32]=2[CH:31]=1)[NH2:29].C(N(CC)CC)C. (4) Given the product [C:1]([N:5]1[C:9]([C:10]2[CH:15]=[CH:14][C:13]([O:16][CH3:17])=[CH:12][CH:11]=2)=[C:8]([C:18](=[S:30])[NH2:20])[CH:7]=[N:6]1)([CH3:4])([CH3:3])[CH3:2], predict the reactants needed to synthesize it. The reactants are: [C:1]([N:5]1[C:9]([C:10]2[CH:15]=[CH:14][C:13]([O:16][CH3:17])=[CH:12][CH:11]=2)=[C:8]([C:18]([NH2:20])=O)[CH:7]=[N:6]1)([CH3:4])([CH3:3])[CH3:2].COC1C=CC(P2(SP(C3C=CC(OC)=CC=3)(=S)S2)=[S:30])=CC=1. (5) Given the product [Br:1][C:2]1[CH:3]=[N:4][C:5]2[N:6]([N:8]=[C:9]([C:11]([N:23]3[CH2:22][CH:21]=[C:20]([C:16]4[CH:15]=[C:14]([CH3:26])[CH:19]=[CH:18][CH:17]=4)[CH2:25][CH2:24]3)=[O:13])[CH:10]=2)[CH:7]=1, predict the reactants needed to synthesize it. The reactants are: [Br:1][C:2]1[CH:3]=[N:4][C:5]2[N:6]([N:8]=[C:9]([C:11]([OH:13])=O)[CH:10]=2)[CH:7]=1.[C:14]1([CH3:26])[CH:19]=[CH:18][CH:17]=[C:16]([C:20]2[CH2:21][CH2:22][NH:23][CH2:24][CH:25]=2)[CH:15]=1. (6) Given the product [OH:19][C:14]1[CH:15]=[CH:16][CH:17]=[CH:18][C:13]=1[C:4]1[N:3]=[C:2]([N:20]2[CH2:25][CH2:24][CH2:23][C@H:22]([NH:26][C:27](=[O:36])[O:28][CH2:29][C:30]3[CH:35]=[CH:34][CH:33]=[CH:32][CH:31]=3)[CH2:21]2)[C:11]2[C:6](=[CH:7][C:8]([CH3:12])=[CH:9][CH:10]=2)[N:5]=1, predict the reactants needed to synthesize it. The reactants are: Cl[C:2]1[C:11]2[C:6](=[CH:7][C:8]([CH3:12])=[CH:9][CH:10]=2)[N:5]=[C:4]([C:13]2[CH:18]=[CH:17][CH:16]=[CH:15][C:14]=2[OH:19])[N:3]=1.[NH:20]1[CH2:25][CH2:24][CH2:23][C@H:22]([NH:26][C:27](=[O:36])[O:28][CH2:29][C:30]2[CH:35]=[CH:34][CH:33]=[CH:32][CH:31]=2)[CH2:21]1.C(N(CC)CC)C. (7) Given the product [CH2:13]([O:8][CH:3]1[CH2:4][CH2:5][CH2:6][CH2:7][CH:2]1[NH2:1])[C:14]1[CH:19]=[CH:18][CH:17]=[CH:16][CH:15]=1, predict the reactants needed to synthesize it. The reactants are: [NH2:1][C@@H:2]1[CH2:7][CH2:6][CH2:5][CH2:4][C@H:3]1[OH:8].[OH-].[Na+].[OH-].[K+].[CH2:13](Cl)[C:14]1[CH:19]=[CH:18][CH:17]=[CH:16][CH:15]=1. (8) Given the product [NH2:1][C:2]1[N:7]=[CH:6][N:5]=[C:4]([C:8]2[N:12]([CH2:30][CH3:31])[C:11]([C:13]([NH2:15])=[O:14])=[C:10]([C:16]3[CH:21]=[C:20]([Cl:22])[CH:19]=[CH:18][C:17]=3[CH3:23])[CH:9]=2)[CH:3]=1, predict the reactants needed to synthesize it. The reactants are: [NH2:1][C:2]1[N:7]=[CH:6][N:5]=[C:4]([C:8]2[NH:12][C:11]([C:13]([NH2:15])=[O:14])=[C:10]([C:16]3[CH:21]=[C:20]([Cl:22])[CH:19]=[CH:18][C:17]=3[CH3:23])[CH:9]=2)[CH:3]=1.FC(F)(F)S(O[CH2:30][C:31](F)(F)F)(=O)=O. (9) Given the product [NH2:31][C:15]1[CH:16]=[C:17]([N:20]([CH3:30])[S:21]([C:24]2[CH:29]=[CH:28][CH:27]=[CH:26][CH:25]=2)(=[O:23])=[O:22])[CH:18]=[CH:19][C:14]=1[NH:13][CH:10]1[CH2:11][CH2:12][N:8]([CH2:1][C:2]2[CH:3]=[CH:4][CH:5]=[CH:6][CH:7]=2)[CH2:9]1, predict the reactants needed to synthesize it. The reactants are: [CH2:1]([N:8]1[CH2:12][CH2:11][CH:10]([NH:13][C:14]2[CH:19]=[CH:18][C:17]([N:20]([CH3:30])[S:21]([C:24]3[CH:29]=[CH:28][CH:27]=[CH:26][CH:25]=3)(=[O:23])=[O:22])=[CH:16][C:15]=2[N+:31]([O-])=O)[CH2:9]1)[C:2]1[CH:7]=[CH:6][CH:5]=[CH:4][CH:3]=1.